From a dataset of Reaction yield outcomes from USPTO patents with 853,638 reactions. Predict the reaction yield, written as a fraction of the theoretical maximum amount of product (1.0 means a 100% yield; for example, 0.34 means a 34% yield). (1) The reactants are [C:1]([C:3]1[CH:4]=[C:5]([C:24]2[CH:29]=[CH:28][C:27](C(O)=O)=[C:26]([F:33])C=2)[CH:6]=[CH:7][C:8]=1[O:9][CH2:10][CH:11]1[CH2:16][CH2:15][N:14]([CH2:17][C:18]([CH2:22][CH3:23])([F:21])[CH2:19][CH3:20])[CH2:13][CH2:12]1)#[N:2].[NH:34]1[CH2:38][CH2:37][CH2:36][C@H:35]1[C:39]([NH2:41])=[O:40].[CH2:42](Cl)[CH2:43]Cl.C1C=CC2N([OH:55])N=NC=2C=1.CCN(C(C)C)C(C)C. The catalyst is C(Cl)Cl.O. The product is [C:1]([C:3]1[CH:4]=[C:5]([C:24]2[C:42]([C:43]([N:34]3[CH2:38][CH2:37][CH2:36][C@H:35]3[C:39]([NH2:41])=[O:40])=[O:55])=[C:26]([F:33])[CH:27]=[CH:28][CH:29]=2)[CH:6]=[CH:7][C:8]=1[O:9][CH2:10][CH:11]1[CH2:12][CH2:13][N:14]([CH2:17][C:18]([CH2:22][CH3:23])([F:21])[CH2:19][CH3:20])[CH2:15][CH2:16]1)#[N:2]. The yield is 0.590. (2) The reactants are [Cl:1][C:2]1[CH:3]=[C:4]([CH:9]([O:13][CH:14]2[CH2:19][CH2:18][O:17][CH2:16][CH2:15]2)[C:10](O)=[O:11])[CH:5]=[CH:6][C:7]=1[Cl:8].C(Cl)(=O)C(Cl)=O.C[Si](C)(C)[NH:28][Si](C)(C)C. The catalyst is ClCCl.CN(C)C=O. The product is [Cl:1][C:2]1[CH:3]=[C:4]([CH:9]([O:13][CH:14]2[CH2:19][CH2:18][O:17][CH2:16][CH2:15]2)[C:10]([NH2:28])=[O:11])[CH:5]=[CH:6][C:7]=1[Cl:8]. The yield is 0.630. (3) The product is [Br:1][C:2]1[N:7]=[CH:6][C:5]2[C:8]([N:16]3[CH2:20][CH2:19][CH:18]([OH:21])[CH2:17]3)=[N:9][N:10]([CH:11]([CH3:13])[CH3:12])[C:4]=2[CH:3]=1. The reactants are [Br:1][C:2]1[N:7]=[CH:6][C:5]2[C:8](I)=[N:9][N:10]([CH:11]([CH3:13])[CH3:12])[C:4]=2[CH:3]=1.Cl.[NH:16]1[CH2:20][CH2:19][CH:18]([OH:21])[CH2:17]1.N1CCC[C@H]1C(O)=O.C(=O)([O-])[O-].[K+].[K+]. The catalyst is CN(C)C=O.O.[Cu]I. The yield is 0.310. (4) The reactants are [CH3:1][Si:2]([CH3:18])([CH3:17])[C:3]#[C:4][CH2:5][O:6][C:7]1[CH:8]=[C:9]([CH:14]=[CH:15][CH:16]=1)[C:10]([O:12][CH3:13])=[O:11].CN(C)C=O.[Na].O=C1O[C@H]([C@H](CO)O)C(O)=C1O.[N:37]([Si](C)(C)C)=[N+:38]=[N-:39]. The catalyst is O.O.O.O.O.S([O-])([O-])(=O)=O.[Cu+2].O. The product is [CH3:18][Si:2]([CH3:1])([CH3:17])[C:3]1[NH:39][N:38]=[N:37][C:4]=1[CH2:5][O:6][C:7]1[CH:8]=[C:9]([CH:14]=[CH:15][CH:16]=1)[C:10]([O:12][CH3:13])=[O:11]. The yield is 0.550. (5) The catalyst is CN(C=O)C. The yield is 0.190. The reactants are [C:1]1([NH:7][CH2:8][C:9]2[CH:10]=[C:11]([OH:15])[CH:12]=[CH:13][CH:14]=2)[CH:6]=[CH:5][CH:4]=[CH:3][CH:2]=1.C(=O)([O-])[O-].[Cs+].[Cs+].[CH3:22][O:23][C:24](=[O:33])[C:25]1[CH:30]=[CH:29][C:28]([CH2:31]Br)=[CH:27][CH:26]=1. The product is [C:1]1([NH:7][CH2:8][C:9]2[CH:10]=[C:11]([CH:12]=[CH:13][CH:14]=2)[O:15][CH2:31][C:28]2[CH:29]=[CH:30][C:25]([C:24]([O:23][CH3:22])=[O:33])=[CH:26][CH:27]=2)[CH:6]=[CH:5][CH:4]=[CH:3][CH:2]=1. (6) The reactants are [CH2:1]([N:8]([CH2:16][CH:17]1[CH2:22][CH2:21][N:20]([CH2:23][C:24]([F:27])([CH3:26])[CH3:25])[CH2:19][CH2:18]1)[C:9]1[CH:14]=[CH:13][C:12](Br)=[CH:11][CH:10]=1)[C:2]1[CH:7]=[CH:6][CH:5]=[CH:4][CH:3]=1.[CH2:28]([O:30][C:31]([C:33]1[CH:38]=[CH:37][C:36](B(O)O)=[CH:35][C:34]=1[F:42])=[O:32])[CH3:29].C([O-])([O-])=O.[Cs+].[Cs+]. The catalyst is O1CCOCC1. The product is [CH2:1]([N:8]([CH2:16][CH:17]1[CH2:22][CH2:21][N:20]([CH2:23][C:24]([F:27])([CH3:26])[CH3:25])[CH2:19][CH2:18]1)[C:9]1[CH:14]=[CH:13][C:12]([C:36]2[CH:37]=[CH:38][C:33]([C:31]([O:30][CH2:28][CH3:29])=[O:32])=[C:34]([F:42])[CH:35]=2)=[CH:11][CH:10]=1)[C:2]1[CH:7]=[CH:6][CH:5]=[CH:4][CH:3]=1. The yield is 0.790. (7) The reactants are C[O:2][C:3](=[O:35])[C:4]1[CH:9]=[CH:8][C:7]([O:10][C:11]2[N:12]=[N:13][C:14]([O:17][CH2:18][C:19]3[C:20]([C:27]4[C:32]([Cl:33])=[CH:31][CH:30]=[CH:29][C:28]=4[Cl:34])=[N:21][O:22][C:23]=3[CH:24]([CH3:26])[CH3:25])=[CH:15][CH:16]=2)=[CH:6][CH:5]=1.[OH-].[Na+].O. The catalyst is C(O)C. The product is [Cl:34][C:28]1[CH:29]=[CH:30][CH:31]=[C:32]([Cl:33])[C:27]=1[C:20]1[C:19]([CH2:18][O:17][C:14]2[N:13]=[N:12][C:11]([O:10][C:7]3[CH:6]=[CH:5][C:4]([C:3]([OH:35])=[O:2])=[CH:9][CH:8]=3)=[CH:16][CH:15]=2)=[C:23]([CH:24]([CH3:26])[CH3:25])[O:22][N:21]=1. The yield is 0.990.